Dataset: Full USPTO retrosynthesis dataset with 1.9M reactions from patents (1976-2016). Task: Predict the reactants needed to synthesize the given product. (1) The reactants are: [CH3:1][C:2]1[CH:3]=[CH:4][C:5]([C:8]([OH:10])=[O:9])=[CH:6][CH:7]=1.[C:11]([OH:14])(=[O:13])[CH3:12].ON1C(=O)N(O)C(=O)N(O)C1=O.O=O. Given the product [C:8]([OH:10])(=[O:9])[C:5]1[CH:6]=[CH:7][C:12]([C:11]([OH:14])=[O:13])=[CH:3][CH:4]=1.[CH3:1][C:2]1[CH:3]=[CH:4][C:5]([C:8]([OH:10])=[O:9])=[CH:6][CH:7]=1, predict the reactants needed to synthesize it. (2) Given the product [CH2:28]([O:27][C:25]([NH:24]/[C:23](=[CH:53]\[C:52]1[CH:51]=[C:50]([Cl:49])[CH:57]=[C:56]([Cl:58])[CH:55]=1)/[C:21]([O:20][CH3:19])=[O:22])=[O:26])[C:29]1[CH:30]=[CH:31][CH:32]=[CH:33][CH:34]=1, predict the reactants needed to synthesize it. The reactants are: C(O[C@H]1C2C(=CC(OCCC)=CC=2)[C@@H](N)C1)C=C.[CH3:19][O:20][C:21]([CH:23](P(OC)(OC)=O)[NH:24][C:25]([O:27][CH2:28][C:29]1[CH:34]=[CH:33][CH:32]=[CH:31][CH:30]=1)=[O:26])=[O:22].CN(C)C(=N)N(C)C.[Cl:49][C:50]1[CH:51]=[C:52]([CH:55]=[C:56]([Cl:58])[CH:57]=1)[CH:53]=O.